From a dataset of Reaction yield outcomes from USPTO patents with 853,638 reactions. Predict the reaction yield, written as a fraction of the theoretical maximum amount of product (1.0 means a 100% yield; for example, 0.34 means a 34% yield). (1) The reactants are Cl[C:2]1[CH:7]=[C:6]([O:8][C:9]2[CH:10]=[N:11][C:12]([N+:15]([O-:17])=[O:16])=[CH:13][CH:14]=2)[CH:5]=[CH:4][N:3]=1.[CH3:18][N:19]1[CH:23]=[C:22]([Sn](CCCC)(CCCC)CCCC)[N:21]=[CH:20]1.[F-].[K+].CCOC(C)=O. The yield is 0.910. The product is [CH3:18][N:19]1[CH:23]=[C:22]([C:2]2[CH:7]=[C:6]([O:8][C:9]3[CH:10]=[N:11][C:12]([N+:15]([O-:17])=[O:16])=[CH:13][CH:14]=3)[CH:5]=[CH:4][N:3]=2)[N:21]=[CH:20]1. The catalyst is C1(C)C=CC=CC=1.C1C=CC([P]([Pd]([P](C2C=CC=CC=2)(C2C=CC=CC=2)C2C=CC=CC=2)([P](C2C=CC=CC=2)(C2C=CC=CC=2)C2C=CC=CC=2)[P](C2C=CC=CC=2)(C2C=CC=CC=2)C2C=CC=CC=2)(C2C=CC=CC=2)C2C=CC=CC=2)=CC=1. (2) The reactants are [Cl:1][C:2]1[CH:3]=[C:4]([N:11]([C:16]2[C:35]([CH:36]3[CH2:38][CH2:37]3)=[CH:34][C:19]3[C:20]([C:30]([NH:32][CH3:33])=[O:31])=[C:21]([C:23]4[CH:28]=[CH:27][C:26]([F:29])=[CH:25][CH:24]=4)[O:22][C:18]=3[CH:17]=2)[S:12]([CH3:15])(=[O:14])=[O:13])[CH:5]=[CH:6][C:7]=1[N+:8]([O-])=O. The product is [NH2:8][C:7]1[CH:6]=[CH:5][C:4]([N:11]([C:16]2[C:35]([CH:36]3[CH2:38][CH2:37]3)=[CH:34][C:19]3[C:20]([C:30]([NH:32][CH3:33])=[O:31])=[C:21]([C:23]4[CH:24]=[CH:25][C:26]([F:29])=[CH:27][CH:28]=4)[O:22][C:18]=3[CH:17]=2)[S:12]([CH3:15])(=[O:14])=[O:13])=[CH:3][C:2]=1[Cl:1]. The catalyst is [Pt].C1COCC1.CO. The yield is 0.990. (3) The reactants are COP([CH2:7][C:8](=[O:16])[C:9]([F:15])([F:14])[CH2:10][CH2:11][CH2:12][CH3:13])(=O)OC.O.[OH-].[Li+].[C:20]([O:23][C@@H:24]1[C@H:28]([CH2:29]/[CH:30]=[CH:31]\[CH2:32][CH2:33][CH2:34][C:35]([O:37][CH3:38])=[O:36])[C@@H:27]([CH:39]=O)[C@H:26]([O:41][CH:42]2[CH2:47][CH2:46][CH2:45][CH2:44][O:43]2)[CH2:25]1)(=[O:22])[CH3:21]. The catalyst is COC(C)(C)C.O. The product is [C:20]([O:23][C@@H:24]1[C@H:28]([CH2:29]/[CH:30]=[CH:31]\[CH2:32][CH2:33][CH2:34][C:35]([O:37][CH3:38])=[O:36])[C@@H:27](/[CH:39]=[CH:7]/[C:8](=[O:16])[C:9]([F:14])([F:15])[CH2:10][CH2:11][CH2:12][CH3:13])[C@H:26]([O:41][CH:42]2[CH2:47][CH2:46][CH2:45][CH2:44][O:43]2)[CH2:25]1)(=[O:22])[CH3:21]. The yield is 0.862. (4) The reactants are [ClH:1].[NH2:2][C:3]1[C:4]([C:16]([NH:18][C:19]2[CH:20]=[N:21][CH:22]=[CH:23][CH:24]=2)=[O:17])=[N:5][C:6]([C:9]2[CH:14]=[CH:13][C:12]([OH:15])=[CH:11][CH:10]=2)=[CH:7][N:8]=1. The catalyst is C(OCC)C.C(Cl)Cl.CO. The product is [ClH:1].[NH2:2][C:3]1[C:4]([C:16]([NH:18][C:19]2[CH:20]=[N:21][CH:22]=[CH:23][CH:24]=2)=[O:17])=[N:5][C:6]([C:9]2[CH:10]=[CH:11][C:12]([OH:15])=[CH:13][CH:14]=2)=[CH:7][N:8]=1. The yield is 0.870.